From a dataset of Forward reaction prediction with 1.9M reactions from USPTO patents (1976-2016). Predict the product of the given reaction. (1) Given the reactants [O:1]([C:8]1[CH:13]=[CH:12][CH:11]=[CH:10][C:9]=1[NH:14][S:15]([C:18]1[CH:26]=[CH:25][C:21]([C:22](O)=[O:23])=[CH:20][CH:19]=1)(=[O:17])=[O:16])[C:2]1[CH:7]=[CH:6][CH:5]=[CH:4][CH:3]=1.[C:27]([O:31][C:32]([N:34]1[CH2:39][CH2:38][CH:37]([CH2:40][NH:41][C:42](=[O:45])[CH2:43][NH2:44])[CH2:36][CH2:35]1)=[O:33])([CH3:30])([CH3:29])[CH3:28], predict the reaction product. The product is: [C:27]([O:31][C:32]([N:34]1[CH2:39][CH2:38][CH:37]([CH2:40][NH:41][C:42](=[O:45])[CH2:43][NH:44][C:22](=[O:23])[C:21]2[CH:20]=[CH:19][C:18]([S:15](=[O:16])(=[O:17])[NH:14][C:9]3[CH:10]=[CH:11][CH:12]=[CH:13][C:8]=3[O:1][C:2]3[CH:7]=[CH:6][CH:5]=[CH:4][CH:3]=3)=[CH:26][CH:25]=2)[CH2:36][CH2:35]1)=[O:33])([CH3:30])([CH3:28])[CH3:29]. (2) Given the reactants [I:1][C:2]1[C:10]2[C:5](=[N:6][CH:7]=[N:8][C:9]=2[NH2:11])[NH:4][N:3]=1.O[CH:13]1[CH2:17][CH2:16][N:15](C(OC(C)(C)C)=O)[CH2:14]1.C1(P(C2C=CC=CC=2)C2C=CC=CC=2)C=CC=CC=1.N(C(OCC)=O)=NC(OCC)=O.[ClH:56], predict the reaction product. The product is: [ClH:56].[I:1][C:2]1[C:10]2[C:5](=[N:6][CH:7]=[N:8][C:9]=2[NH2:11])[N:4]([CH:13]2[CH2:17][CH2:16][NH:15][CH2:14]2)[N:3]=1. (3) Given the reactants [CH2:1]([C:3]1[N:4]=[C:5]2[C:10]([C:11]([F:14])([F:13])[F:12])=[CH:9][CH:8]=[CH:7][N:6]2[CH:15]=1)[CH3:2].Br[C:17]1[CH:33]=[CH:32][C:20]([O:21][C:22]2[CH:27]=[CH:26][CH:25]=[C:24]([S:28]([CH3:31])(=[O:30])=[O:29])[CH:23]=2)=[CH:19][CH:18]=1, predict the reaction product. The product is: [CH2:1]([C:3]1[N:4]=[C:5]2[C:10]([C:11]([F:13])([F:14])[F:12])=[CH:9][CH:8]=[CH:7][N:6]2[C:15]=1[C:17]1[CH:18]=[CH:19][C:20]([O:21][C:22]2[CH:27]=[CH:26][CH:25]=[C:24]([S:28]([CH3:31])(=[O:30])=[O:29])[CH:23]=2)=[CH:32][CH:33]=1)[CH3:2]. (4) Given the reactants C([N:4]1[C:8](=[O:9])[CH:7]=[C:6]([O:10][CH3:11])[N:5]1[C:12]1[CH:17]=[C:16]([S:18][CH2:19][C:20]([F:23])([F:22])[F:21])[C:15]([CH3:24])=[CH:14][C:13]=1[F:25])(=O)C.[OH-].[K+].Cl, predict the reaction product. The product is: [F:25][C:13]1[CH:14]=[C:15]([CH3:24])[C:16]([S:18][CH2:19][C:20]([F:23])([F:21])[F:22])=[CH:17][C:12]=1[N:5]1[C:6]([O:10][CH3:11])=[CH:7][C:8]([OH:9])=[N:4]1. (5) Given the reactants [C:1]([C:4]1[C:9]([C:10]2[CH:15]=[CH:14][CH:13]=[CH:12][CH:11]=2)=[N:8][N:7]([CH3:16])[C:6](=[O:17])[C:5]=1[NH2:18])(=[O:3])[CH3:2].[F:19][C:20]1[CH:21]=[C:22](B(O)O)[CH:23]=[CH:24][CH:25]=1, predict the reaction product. The product is: [C:1]([C:4]1[C:9]([C:10]2[CH:11]=[CH:12][CH:13]=[CH:14][CH:15]=2)=[N:8][N:7]([CH3:16])[C:6](=[O:17])[C:5]=1[NH:18][C:24]1[CH:23]=[CH:22][CH:21]=[C:20]([F:19])[CH:25]=1)(=[O:3])[CH3:2]. (6) Given the reactants [OH:1][C:2]1[CH:10]=[CH:9][C:5]([C:6]([OH:8])=[O:7])=[CH:4][N:3]=1.C(=O)([O-])O.[Na+].[CH2:16](O)[CH3:17], predict the reaction product. The product is: [OH:1][C:2]1[CH:10]=[CH:9][C:5]([C:6]([O:8][CH2:16][CH3:17])=[O:7])=[CH:4][N:3]=1. (7) Given the reactants [C:1](/[C:3](=[C:7]1/[S:8]/[C:9](=[CH:15]\[C:16]2[CH:17]=[N:18][CH:19]=[CH:20][CH:21]=2)/[C:10](=[O:14])[N:11]/1[CH2:12][CH3:13])/[C:4]([OH:6])=O)#[N:2].CN(C(ON1N=NC2C=CC=NC1=2)=[N+](C)C)C.F[P-](F)(F)(F)(F)F.[F:46][C:47]([F:51])([F:50])[CH2:48][NH2:49].C(OCC)(=O)C, predict the reaction product. The product is: [C:1](/[C:3](=[C:7]1/[S:8]/[C:9](=[CH:15]\[C:16]2[CH:17]=[N:18][CH:19]=[CH:20][CH:21]=2)/[C:10](=[O:14])[N:11]/1[CH2:12][CH3:13])/[C:4]([NH:49][CH2:48][C:47]([F:51])([F:50])[F:46])=[O:6])#[N:2]. (8) Given the reactants [CH3:1][C:2]1[C:7]([C:8]2[CH:13]=[CH:12][NH:11][C:10](=[O:14])[N:9]=2)=[CH:6][CH:5]=[CH:4][N:3]=1.[H-].[Na+].Br[CH2:18][CH2:19][CH2:20][CH2:21][Cl:22].O, predict the reaction product. The product is: [Cl:22][CH2:21][CH2:20][CH2:19][CH2:18][N:11]1[CH:12]=[CH:13][C:8]([C:7]2[C:2]([CH3:1])=[N:3][CH:4]=[CH:5][CH:6]=2)=[N:9][C:10]1=[O:14]. (9) The product is: [C:11]([O:15][C:16]([N:18]1[CH2:23][CH2:22][C:21]([CH3:30])([CH2:24][O:8][C:3]2[CH:4]=[CH:5][CH:6]=[CH:7][C:2]=2[CH3:1])[CH2:20][CH2:19]1)=[O:17])([CH3:14])([CH3:12])[CH3:13]. Given the reactants [CH3:1][C:2]1[CH:7]=[CH:6][CH:5]=[CH:4][C:3]=1[OH:8].[H-].[Na+].[C:11]([O:15][C:16]([N:18]1[CH2:23][CH2:22][C:21]([CH3:30])([CH2:24]OS(C)(=O)=O)[CH2:20][CH2:19]1)=[O:17])([CH3:14])([CH3:13])[CH3:12].O, predict the reaction product.